Dataset: Forward reaction prediction with 1.9M reactions from USPTO patents (1976-2016). Task: Predict the product of the given reaction. Given the reactants COC(=O)CCCCCCCC=O.C(NCCC1C=CC=CC=1)C1C=CC=CC=1.C[O:31][C:32](=[O:57])[CH2:33][CH2:34][CH2:35][CH2:36][CH2:37][CH2:38][CH2:39][CH2:40][N:41]([CH2:50][C:51]1[CH:56]=[CH:55][CH:54]=[CH:53][CH:52]=1)[CH2:42][CH2:43][C:44]1[CH:49]=[CH:48][CH:47]=[CH:46][CH:45]=1, predict the reaction product. The product is: [CH2:50]([N:41]([CH2:42][CH2:43][C:44]1[CH:45]=[CH:46][CH:47]=[CH:48][CH:49]=1)[CH2:40][CH2:39][CH2:38][CH2:37][CH2:36][CH2:35][CH2:34][CH2:33][C:32]([OH:57])=[O:31])[C:51]1[CH:52]=[CH:53][CH:54]=[CH:55][CH:56]=1.